Dataset: Full USPTO retrosynthesis dataset with 1.9M reactions from patents (1976-2016). Task: Predict the reactants needed to synthesize the given product. (1) Given the product [CH3:27][O:26][C:23]1[CH:22]=[CH:21][C:20]([CH2:19][N:18]2[C:14]([CH2:10][CH2:11][CH2:12][CH2:13][OH:30])=[N:15][N:16]=[N:17]2)=[CH:25][CH:24]=1, predict the reactants needed to synthesize it. The reactants are: C12BC(CCC1)CCC2.[CH2:10]([C:14]1[N:18]([CH2:19][C:20]2[CH:25]=[CH:24][C:23]([O:26][CH3:27])=[CH:22][CH:21]=2)[N:17]=[N:16][N:15]=1)[CH2:11][CH:12]=[CH2:13].CC[OH:30].[OH-].[Na+].OO. (2) Given the product [OH:1][CH2:2][C:3]([NH:6][C:7]([C:9]1[C:10]2[CH2:11][C@H:12]3[CH2:24][C@H:13]3[C:14]=2[N:15]([C:17]2[CH:22]=[N:21][CH:20]=[C:19]([O:26][CH3:25])[N:18]=2)[N:16]=1)=[O:8])([CH3:5])[CH3:4], predict the reactants needed to synthesize it. The reactants are: [OH:1][CH2:2][C:3]([NH:6][C:7]([C:9]1[C:10]2[CH2:11][C@H:12]3[CH2:24][C@H:13]3[C:14]=2[N:15]([C:17]2[CH:22]=[N:21][CH:20]=[C:19](Cl)[N:18]=2)[N:16]=1)=[O:8])([CH3:5])[CH3:4].[CH3:25][OH:26].C[O-].[Na+].Cl. (3) Given the product [C:6]([NH2:8])(=[O:7])[C:5]1[CH:32]=[CH:33][CH:2]=[CH:3][CH:4]=1, predict the reactants needed to synthesize it. The reactants are: F[C:2]1[CH:33]=[CH:32][C:5]([C:6](/[N:8]=C2\NC3C=CC(CO)=CC=3N\2[C@H]2CC[C@@H](C(=O)NC(C)C)CC2)=[O:7])=[CH:4][CH:3]=1.S(Cl)(Cl)=O.Cl.N1CC(C(O)(C)C)C1.C1CCN2C(=NCCC2)CC1. (4) Given the product [NH2:1][C:2]1[N:7]=[C:6]([NH:22][CH2:21][C:20]2[CH:23]=[CH:24][CH:25]=[CH:26][C:19]=2[CH3:18])[C:5]([C:11]#[N:12])=[C:4]([N:13]2[CH:17]=[CH:16][CH:15]=[N:14]2)[N:3]=1, predict the reactants needed to synthesize it. The reactants are: [NH2:1][C:2]1[N:7]=[C:6](S(C)=O)[C:5]([C:11]#[N:12])=[C:4]([N:13]2[CH:17]=[CH:16][CH:15]=[N:14]2)[N:3]=1.[CH3:18][C:19]1[CH:26]=[CH:25][CH:24]=[CH:23][C:20]=1[CH2:21][NH2:22].C1CCN2C(=NCCC2)CC1. (5) The reactants are: S(O[CH2:6][CH2:7][CH2:8][CH2:9][CH:10]1[C:18]2[C:13](=[CH:14][CH:15]=[CH:16][CH:17]=2)[NH:12][C:11]1=[O:19])(C)(=O)=O.[Cl:20][C:21]1[CH:22]=[C:23]([C:27]2[CH2:28][CH2:29][NH:30][CH2:31][CH:32]=2)[CH:24]=[CH:25][CH:26]=1. Given the product [ClH:20].[Cl:20][C:21]1[CH:22]=[C:23]([C:27]2[CH2:32][CH2:31][N:30]([CH2:6][CH2:7][CH2:8][CH2:9][CH:10]3[C:18]4[C:13](=[CH:14][CH:15]=[CH:16][CH:17]=4)[NH:12][C:11]3=[O:19])[CH2:29][CH:28]=2)[CH:24]=[CH:25][CH:26]=1, predict the reactants needed to synthesize it. (6) The reactants are: C[Si]([N-][Si](C)(C)C)(C)C.[K+].[CH2:11]([O:18][CH2:19][C:20]([NH:22][C:23]1[C:32]([CH3:33])=[CH:31][C:30]([Br:34])=[CH:29][C:24]=1[C:25](OC)=[O:26])=[O:21])[C:12]1[CH:17]=[CH:16][CH:15]=[CH:14][CH:13]=1.Cl. Given the product [CH2:11]([O:18][C:19]1[C:20](=[O:21])[NH:22][C:23]2[C:24]([C:25]=1[OH:26])=[CH:29][C:30]([Br:34])=[CH:31][C:32]=2[CH3:33])[C:12]1[CH:17]=[CH:16][CH:15]=[CH:14][CH:13]=1, predict the reactants needed to synthesize it.